From a dataset of Reaction yield outcomes from USPTO patents with 853,638 reactions. Predict the reaction yield, written as a fraction of the theoretical maximum amount of product (1.0 means a 100% yield; for example, 0.34 means a 34% yield). (1) The reactants are [H-].C([Al+]CC(C)C)C(C)C.C(O[C:14](=O)[CH:15]([CH:21]([CH3:23])[CH3:22])[C:16]([O:18][CH2:19][CH3:20])=[O:17])C.[F:25][C:26]1[CH:33]=[CH:32][C:29]([CH2:30][NH2:31])=[CH:28][CH:27]=1.C([BH3-])#N.[Na+]. The catalyst is C1(C)C=CC=CC=1.ClCCl.C(O)C.C(O)(=O)C. The product is [CH2:19]([O:18][C:16](=[O:17])[CH:15]([CH2:14][NH:31][CH2:30][C:29]1[CH:32]=[CH:33][C:26]([F:25])=[CH:27][CH:28]=1)[CH:21]([CH3:22])[CH3:23])[CH3:20]. The yield is 0.420. (2) The reactants are [OH:1][CH:2]1[C:27]2[C:19](=[CH:20][C:21]3[O:25][CH2:24][O:23][C:22]=3[CH:26]=2)[C:4]2([C:12]3[C:7](=[CH:8][CH:9]=[CH:10][CH:11]=3)[N:6]([CH2:13][CH2:14][CH2:15][CH2:16][CH3:17])[C:5]2=[O:18])[CH2:3]1.[H-].[Na+].I[CH3:31].O. The catalyst is C1COCC1. The product is [CH3:31][O:1][CH:2]1[C:27]2[C:19](=[CH:20][C:21]3[O:25][CH2:24][O:23][C:22]=3[CH:26]=2)[C:4]2([C:12]3[C:7](=[CH:8][CH:9]=[CH:10][CH:11]=3)[N:6]([CH2:13][CH2:14][CH2:15][CH2:16][CH3:17])[C:5]2=[O:18])[CH2:3]1. The yield is 0.570. (3) The reactants are [F:1][C:2]([F:22])([F:21])[C:3]1[CH:8]=[C:7]([C:9]2[CH:14]=[CH:13][C:12]([C:15]([F:18])([F:17])[F:16])=[CH:11][CH:10]=2)[N:6]=[C:5]([C:19]#[N:20])[N:4]=1.Cl.[NH2:24][OH:25].C(=O)([O-])[O-].[Na+].[Na+]. The catalyst is O.C(O)C. The product is [OH:25][NH:24][C:19]([C:5]1[N:4]=[C:3]([C:2]([F:21])([F:22])[F:1])[CH:8]=[C:7]([C:9]2[CH:14]=[CH:13][C:12]([C:15]([F:18])([F:16])[F:17])=[CH:11][CH:10]=2)[N:6]=1)=[NH:20]. The yield is 0.980. (4) The product is [I:18][C:3]1[C:4]2[C:9](=[CH:8][C:7]([CH:10]=[O:11])=[CH:6][CH:5]=2)[NH:1][N:2]=1. The yield is 0.810. The reactants are [NH:1]1[C:9]2[C:4](=[CH:5][CH:6]=[C:7]([CH:10]=[O:11])[CH:8]=2)[CH:3]=[N:2]1.C([O-])([O-])=O.[K+].[K+].[I:18]I.[O-]S(S([O-])=O)=O.[Na+].[Na+]. The catalyst is CN(C=O)C.O. (5) The reactants are C([O:4][CH2:5][C:6]1[C:7]([N:27]2[CH2:32][CH2:31][N:30]3[C:33]4[CH2:38][C:37]([CH3:40])([CH3:39])[CH2:36][C:34]=4[CH:35]=[C:29]3[C:28]2=[O:41])=[N:8][CH:9]=[CH:10][C:11]=1[C:12]1[CH:17]=[CH:16][N:15]=[C:14]2[NH:18][C:19]([C:21]3[CH:22]=[N:23][N:24]([CH3:26])[CH:25]=3)=[N:20][C:13]=12)(=O)C.[OH-].[Na+]. The catalyst is C1COCC1.O. The product is [OH:4][CH2:5][C:6]1[C:7]([N:27]2[CH2:32][CH2:31][N:30]3[C:33]4[CH2:38][C:37]([CH3:39])([CH3:40])[CH2:36][C:34]=4[CH:35]=[C:29]3[C:28]2=[O:41])=[N:8][CH:9]=[CH:10][C:11]=1[C:12]1[CH:17]=[CH:16][N:15]=[C:14]2[NH:18][C:19]([C:21]3[CH:22]=[N:23][N:24]([CH3:26])[CH:25]=3)=[N:20][C:13]=12. The yield is 0.0446. (6) The reactants are [CH3:1][C:2]1[CH:7]=[C:6]([C:8]2[CH:13]=[CH:12][N:11]=[C:10]([CH3:14])[CH:9]=2)[CH:5]=[CH:4][C:3]=1[CH2:15][N:16]1[CH2:21][CH2:20][NH:19][CH2:18][CH2:17]1.[C:22](=O)([O:31]N1C(=O)CCC1=O)[O:23][N:24]1[C:28](=[O:29])[CH2:27][CH2:26][C:25]1=[O:30].C(N(CC)CC)C. The catalyst is CC#N. The product is [CH3:1][C:2]1[CH:7]=[C:6]([C:8]2[CH:13]=[CH:12][N:11]=[C:10]([CH3:14])[CH:9]=2)[CH:5]=[CH:4][C:3]=1[CH2:15][N:16]1[CH2:17][CH2:18][N:19]([C:22]([O:23][N:24]2[C:28](=[O:29])[CH2:27][CH2:26][C:25]2=[O:30])=[O:31])[CH2:20][CH2:21]1. The yield is 0.480. (7) The reactants are [CH2:1]([O:8][C:9]([NH:11][C@@H:12]([CH2:20][C:21]1[CH:26]=[CH:25][C:24]([C:27]2[N:32]=[CH:31][C:30](Br)=[CH:29][N:28]=2)=[CH:23][CH:22]=1)[C:13]([O:15][C:16]([CH3:19])([CH3:18])[CH3:17])=[O:14])=[O:10])[C:2]1[CH:7]=[CH:6][CH:5]=[CH:4][CH:3]=1.[CH2:34]([O:41][C:42]1[CH:47]=[CH:46][C:45](B(O)O)=[CH:44][CH:43]=1)[CH2:35][CH2:36][CH2:37][CH2:38][CH2:39][CH3:40].C(=O)(O)[O-].[Na+].N#N. The catalyst is C(#N)C.C1COCC1.CC(=O)OCC.O.C1C=CC(P(C2C=CC=CC=2)[C-]2C=CC=C2)=CC=1.C1C=CC(P(C2C=CC=CC=2)[C-]2C=CC=C2)=CC=1.Cl[Pd]Cl.[Fe+2]. The product is [CH2:1]([O:8][C:9]([NH:11][C@@H:12]([CH2:20][C:21]1[CH:26]=[CH:25][C:24]([C:27]2[N:32]=[CH:31][C:30]([C:45]3[CH:46]=[CH:47][C:42]([O:41][CH2:34][CH2:35][CH2:36][CH2:37][CH2:38][CH2:39][CH3:40])=[CH:43][CH:44]=3)=[CH:29][N:28]=2)=[CH:23][CH:22]=1)[C:13]([O:15][C:16]([CH3:19])([CH3:18])[CH3:17])=[O:14])=[O:10])[C:2]1[CH:7]=[CH:6][CH:5]=[CH:4][CH:3]=1. The yield is 0.620. (8) The reactants are CN(C)[CH:3]=[O:4].C(Cl)(=O)C(Cl)=O.[CH3:12][O:13][C:14]1[CH:18]=[CH:17][O:16][CH:15]=1. The catalyst is ClCCl. The product is [CH3:12][O:13][C:14]1[CH:15]=[CH:3][O:4][C:18]=1[CH:17]=[O:16]. The yield is 0.550. (9) The reactants are [Cl-].O[NH3+:3].[C:4](=[O:7])([O-])[OH:5].[Na+].CS(C)=O.[CH3:13][C:14]1[CH:19]=[C:18]([CH3:20])[N:17]=[C:16]([O:21][C:22]2[C:27](=[O:28])[N:26]([CH2:29][C:30]3[CH:35]=[CH:34][C:33]([C:36]4[C:37]([C:42]#[N:43])=[CH:38][CH:39]=[CH:40][CH:41]=4)=[CH:32][CH:31]=3)[C:25]([CH2:44][CH2:45][CH3:46])=[N:24][C:23]=2[CH2:47][CH3:48])[CH:15]=1. The catalyst is C(OCC)(=O)C. The product is [CH3:13][C:14]1[CH:19]=[C:18]([CH3:20])[N:17]=[C:16]([O:21][C:22]2[C:27](=[O:28])[N:26]([CH2:29][C:30]3[CH:35]=[CH:34][C:33]([C:36]4[CH:41]=[CH:40][CH:39]=[CH:38][C:37]=4[C:42]4[NH:3][C:4](=[O:7])[O:5][N:43]=4)=[CH:32][CH:31]=3)[C:25]([CH2:44][CH2:45][CH3:46])=[N:24][C:23]=2[CH2:47][CH3:48])[CH:15]=1. The yield is 0.600.